Dataset: Reaction yield outcomes from USPTO patents with 853,638 reactions. Task: Predict the reaction yield, written as a fraction of the theoretical maximum amount of product (1.0 means a 100% yield; for example, 0.34 means a 34% yield). The reactants are [OH-:1].[Na+].C[O:4][C:5]([C:7]1[C:8]([NH:27][C:28]2[CH:33]=[CH:32][C:31]([Br:34])=[CH:30][C:29]=2[Cl:35])=[C:9]([Cl:26])[C:10]2[N:11]([C:13]([CH2:16][NH:17][CH2:18]C(OC(C)(C)C)=O)=[CH:14][N:15]=2)[CH:12]=1)=[O:6].[CH3:36][OH:37].O.Cl. The catalyst is O. The product is [Br:34][C:31]1[CH:32]=[CH:33][C:28]([NH:27][C:8]2[C:7]([C:5]([OH:4])=[O:6])=[CH:12][N:11]3[C:13]([CH2:16][N:17]([C:36]([O:37][C:7]([CH3:8])([CH3:12])[CH3:5])=[O:1])[CH3:18])=[CH:14][N:15]=[C:10]3[C:9]=2[Cl:26])=[C:29]([Cl:35])[CH:30]=1. The yield is 0.840.